Dataset: Full USPTO retrosynthesis dataset with 1.9M reactions from patents (1976-2016). Task: Predict the reactants needed to synthesize the given product. (1) The reactants are: Cl[N:2]1[CH:7]=[CH:6][CH:5]=[CH:4][NH:3]1.[C:8]([O:12][C:13]([N:15]1[CH2:21][CH2:20][C:19]2[C:22]([C:27]#[CH:28])=[C:23]([Cl:26])[CH:24]=[CH:25][C:18]=2[CH2:17][CH2:16]1)=[O:14])([CH3:11])([CH3:10])[CH3:9]. Given the product [C:8]([O:12][C:13]([N:15]1[CH2:21][CH2:20][C:19]2[C:22]([C:27]#[C:28][N:2]3[CH:7]=[CH:6][CH:5]=[CH:4][NH:3]3)=[C:23]([Cl:26])[CH:24]=[CH:25][C:18]=2[CH2:17][CH2:16]1)=[O:14])([CH3:11])([CH3:10])[CH3:9], predict the reactants needed to synthesize it. (2) Given the product [F:20][C:21]1[CH:27]=[CH:26][C:24]([NH:25][C:3]2[S:4]/[C:5](=[CH:9]\[C:10]3[CH:11]=[C:12]4[C:17](=[CH:18][CH:19]=3)[N:16]=[CH:15][N:14]=[CH:13]4)/[C:6](=[O:8])[N:7]=2)=[C:23]([O:28][CH3:29])[CH:22]=1, predict the reactants needed to synthesize it. The reactants are: CS[C:3]1[S:4][C:5](=[CH:9][C:10]2[CH:11]=[C:12]3[C:17](=[CH:18][CH:19]=2)[N:16]=[CH:15][N:14]=[CH:13]3)[C:6](=[O:8])[N:7]=1.[F:20][C:21]1[CH:27]=[CH:26][C:24]([NH2:25])=[C:23]([O:28][CH3:29])[CH:22]=1.CCN(C(C)C)C(C)C. (3) Given the product [F:1][C:2]1[CH:10]=[C:9]2[C:5]([C:6]([C:11]3[CH:12]=[CH:13][C:14]([NH:17][C:23](=[O:24])[C@@H:19]([NH:18][C:26](=[O:27])[O:28][C:29]([CH3:32])([CH3:31])[CH3:30])[CH:20]([CH3:22])[CH3:21])=[N:15][CH:16]=3)=[CH:7][NH:8]2)=[CH:4][CH:3]=1, predict the reactants needed to synthesize it. The reactants are: [F:1][C:2]1[CH:10]=[C:9]2[C:5]([C:6]([C:11]3[CH:12]=[CH:13][C:14]([NH2:17])=[N:15][CH:16]=3)=[CH:7][NH:8]2)=[CH:4][CH:3]=1.[NH:18]([C:26]([O:28][C:29]([CH3:32])([CH3:31])[CH3:30])=[O:27])[C@H:19]([C:23](O)=[O:24])[CH:20]([CH3:22])[CH3:21]. (4) The reactants are: O1CCOCCOCCOCCOCCOCC1.CC(C)([O-])C.[K+].[N+:25]([C:28]1[CH:29]=[C:30]2[C:34](=[CH:35][CH:36]=1)[NH:33][C:32]([C:37]([NH:39][C:40]1[CH:45]=[CH:44][CH:43]=[CH:42][CH:41]=1)=[O:38])=[CH:31]2)([O-:27])=[O:26].Br[CH2:47][C:48]([O:50][C:51]([CH3:54])([CH3:53])[CH3:52])=[O:49]. Given the product [NH:39]([C:37]([C:32]1[N:33]([CH2:47][C:48]([O:50][C:51]([CH3:54])([CH3:53])[CH3:52])=[O:49])[C:34]2[C:30]([CH:31]=1)=[CH:29][C:28]([N+:25]([O-:27])=[O:26])=[CH:36][CH:35]=2)=[O:38])[C:40]1[CH:41]=[CH:42][CH:43]=[CH:44][CH:45]=1, predict the reactants needed to synthesize it. (5) Given the product [CH2:31]([C:17]1[N:16]([C@H:3]([CH2:4][O:5][C:6]2[CH:15]=[CH:14][C:13]3[C:8](=[CH:9][CH:10]=[CH:11][CH:12]=3)[CH:7]=2)[C@@H:2]([OH:1])[CH3:26])[CH:20]=[C:19]([C:21]([NH2:28])=[O:22])[N:18]=1)[CH3:32], predict the reactants needed to synthesize it. The reactants are: [OH:1][C@@H:2]([CH3:26])[C@H:3]([N:16]1[CH:20]=[C:19]([C:21](OCC)=[O:22])[N:18]=[CH:17]1)[CH2:4][O:5][C:6]1[CH:15]=[CH:14][C:13]2[C:8](=[CH:9][CH:10]=[CH:11][CH:12]=2)[CH:7]=1.[OH-].[NH4+:28].CO[CH2:31][CH2:32]OC. (6) The reactants are: [C:1]([C@@H:4]([NH:9][C:10]([C@@H:12]([NH:21][C:22](=[O:53])[C@H:23]([CH2:49][CH2:50][CH2:51][CH3:52])[CH2:24][C:25]([N:27]([CH2:38][C:39]1[CH:44]=[CH:43][C:42]([O:45][CH3:46])=[CH:41][C:40]=1[O:47][CH3:48])[O:28][CH2:29][C:30]1[CH:35]=[CH:34][C:33]([O:36][CH3:37])=[CH:32][CH:31]=1)=[O:26])[CH2:13][C:14]1[CH:19]=[CH:18][CH:17]=[C:16](Br)[CH:15]=1)=[O:11])[CH2:5][CH:6]([CH3:8])[CH3:7])(=[O:3])[NH2:2].[C:54]1(B(O)O)[CH:59]=[CH:58][CH:57]=[CH:56][CH:55]=1.C(=O)([O-])[O-].[Na+].[Na+]. Given the product [C:1]([C@@H:4]([NH:9][C:10]([C@@H:12]([NH:21][C:22](=[O:53])[C@H:23]([CH2:49][CH2:50][CH2:51][CH3:52])[CH2:24][C:25]([N:27]([CH2:38][C:39]1[CH:44]=[CH:43][C:42]([O:45][CH3:46])=[CH:41][C:40]=1[O:47][CH3:48])[O:28][CH2:29][C:30]1[CH:35]=[CH:34][C:33]([O:36][CH3:37])=[CH:32][CH:31]=1)=[O:26])[CH2:13][C:14]1[CH:19]=[CH:18][CH:17]=[C:16]([C:54]2[CH:59]=[CH:58][CH:57]=[CH:56][CH:55]=2)[CH:15]=1)=[O:11])[CH2:5][CH:6]([CH3:8])[CH3:7])(=[O:3])[NH2:2], predict the reactants needed to synthesize it. (7) Given the product [Cl:32][C:19]1[N:20]=[C:21]([N:24]2[CH2:29][CH2:28][N:27]([CH3:30])[CH2:26][C@H:25]2[CH3:31])[C:22]([F:23])=[C:17]([NH:9][NH2:8])[N:18]=1, predict the reactants needed to synthesize it. The reactants are: CC(OC([N:8](C(OC(C)(C)C)=O)[N:9]([C:17]1[C:22]([F:23])=[C:21]([N:24]2[CH2:29][CH2:28][N:27]([CH3:30])[CH2:26][C@H:25]2[CH3:31])[N:20]=[C:19]([Cl:32])[N:18]=1)C(OC(C)(C)C)=O)=O)(C)C.Cl.CCOCC.